From a dataset of Full USPTO retrosynthesis dataset with 1.9M reactions from patents (1976-2016). Predict the reactants needed to synthesize the given product. (1) Given the product [CH3:17][N:15]([CH3:16])[C:13]([C:12]1[CH:18]=[C:19]([C:22]2[CH:23]=[C:24]3[C:30]([C:31]4[CH:36]=[CH:35][CH:34]=[CH:33][C:32]=4[O:37][CH3:38])=[CH:29][N:28]([S:39]([C:42]4[CH:43]=[CH:44][C:45]([CH3:48])=[CH:46][CH:47]=4)(=[O:41])=[O:40])[C:25]3=[N:26][CH:27]=2)[CH:20]=[CH:21][C:11]=1[NH:10][C:7]([C:5]1[N:4]=[CH:3][N:2]([CH3:1])[CH:6]=1)=[O:8])=[O:14], predict the reactants needed to synthesize it. The reactants are: [CH3:1][N:2]1[CH:6]=[C:5]([C:7](Cl)=[O:8])[N:4]=[CH:3]1.[NH2:10][C:11]1[CH:21]=[CH:20][C:19]([C:22]2[CH:23]=[C:24]3[C:30]([C:31]4[CH:36]=[CH:35][CH:34]=[CH:33][C:32]=4[O:37][CH3:38])=[CH:29][N:28]([S:39]([C:42]4[CH:47]=[CH:46][C:45]([CH3:48])=[CH:44][CH:43]=4)(=[O:41])=[O:40])[C:25]3=[N:26][CH:27]=2)=[CH:18][C:12]=1[C:13]([N:15]([CH3:17])[CH3:16])=[O:14].N1C=CC=CC=1.[Cl-].[NH4+]. (2) The reactants are: CN(C(ON1N=NC2C=CC=NC1=2)=[N+](C)C)C.F[P-](F)(F)(F)(F)F.[NH2:25][C:26]([CH3:30])([CH3:29])[CH2:27][OH:28].[CH3:31][O:32][C:33]1[CH:34]=[C:35]2[C:39](=[CH:40][CH:41]=1)[N:38]([CH3:42])[N:37]=[C:36]2[C:43]1[N:44]=[C:45]2[C:51]([C:52](O)=[O:53])=[CH:50][N:49]([CH2:55][O:56][CH2:57][CH2:58][Si:59]([CH3:62])([CH3:61])[CH3:60])[C:46]2=[N:47][CH:48]=1. Given the product [OH:28][CH2:27][C:26]([NH:25][C:52]([C:51]1[C:45]2[C:46](=[N:47][CH:48]=[C:43]([C:36]3[C:35]4[C:39](=[CH:40][CH:41]=[C:33]([O:32][CH3:31])[CH:34]=4)[N:38]([CH3:42])[N:37]=3)[N:44]=2)[N:49]([CH2:55][O:56][CH2:57][CH2:58][Si:59]([CH3:60])([CH3:62])[CH3:61])[CH:50]=1)=[O:53])([CH3:30])[CH3:29], predict the reactants needed to synthesize it.